This data is from Full USPTO retrosynthesis dataset with 1.9M reactions from patents (1976-2016). The task is: Predict the reactants needed to synthesize the given product. (1) Given the product [CH2:9]([O:11][C:12](=[O:18])[C:13](=[O:14])[CH:2]1[CH2:3][CH2:4][CH2:5][CH2:6][CH2:7][C:1]1=[O:8])[CH3:10], predict the reactants needed to synthesize it. The reactants are: [C:1]1(=[O:8])[CH2:7][CH2:6][CH2:5][CH2:4][CH2:3][CH2:2]1.[CH2:9]([O:11][C:12](=[O:18])[C:13](OCC)=[O:14])[CH3:10].CC[O-].[Na+]. (2) The reactants are: [CH2:1]([O:8][C:9]1[CH:14]=[CH:13][C:12]([Br:15])=[CH:11][C:10]=1[N+:16]([O-])=O)[C:2]1[CH:7]=[CH:6][CH:5]=[CH:4][CH:3]=1.[NH4+].[Cl-]. Given the product [CH2:1]([O:8][C:9]1[CH:14]=[CH:13][C:12]([Br:15])=[CH:11][C:10]=1[NH2:16])[C:2]1[CH:7]=[CH:6][CH:5]=[CH:4][CH:3]=1, predict the reactants needed to synthesize it. (3) Given the product [NH2:1][C:2]1[N:7]=[CH:6][C:5]([C:8]2[C:9]3[CH:36]=[C:35]([Cl:37])[CH:34]=[CH:33][C:10]=3[N:11]([CH2:24][C:25]3[CH:30]=[CH:29][C:28]([O:31][CH3:32])=[CH:27][CH:26]=3)[C:12](=[O:23])[CH:13]([CH2:15][C:16]3[CH:21]=[CH:20][CH:19]=[CH:18][C:17]=3[Cl:22])[N:14]=2)=[CH:4][CH:3]=1.[NH2:1][C:2]1[N:7]=[CH:6][C:5]([C:8]2[C:9]3[CH:36]=[C:35]([Cl:37])[CH:34]=[CH:33][C:10]=3[NH:11][C:12](=[O:23])[CH:13]([CH2:15][C:16]3[CH:21]=[CH:20][CH:19]=[CH:18][C:17]=3[Cl:22])[N:14]=2)=[CH:4][CH:3]=1, predict the reactants needed to synthesize it. The reactants are: [NH2:1][C:2]1[N:7]=[CH:6][C:5]([C:8]2[C:9]3[CH:36]=[C:35]([Cl:37])[CH:34]=[CH:33][C:10]=3[N:11]([CH2:24][C:25]3[CH:30]=[CH:29][C:28]([O:31][CH3:32])=[CH:27][CH:26]=3)[C:12](=[O:23])[CH:13]([CH2:15][C:16]3[CH:21]=[CH:20][CH:19]=[CH:18][C:17]=3[Cl:22])[N:14]=2)=[CH:4][CH:3]=1.[Cl-].[Al+3].[Cl-].[Cl-].C(OCC)(=O)C.